This data is from Full USPTO retrosynthesis dataset with 1.9M reactions from patents (1976-2016). The task is: Predict the reactants needed to synthesize the given product. (1) Given the product [CH3:25][C:16]1[CH:21]=[CH:20][C:19]([CH2:22][CH2:23][NH:24][C:9](=[O:11])[CH2:8][N:7]2[C:2](=[O:1])[C:3]3[CH:15]=[CH:14][CH:13]=[CH:12][C:4]=3[N:5]=[N:6]2)=[CH:18][CH:17]=1, predict the reactants needed to synthesize it. The reactants are: [O:1]=[C:2]1[N:7]([CH2:8][C:9]([OH:11])=O)[N:6]=[N:5][C:4]2[CH:12]=[CH:13][CH:14]=[CH:15][C:3]1=2.[C:16]1([CH3:25])[CH:21]=[CH:20][C:19]([CH2:22][CH2:23][NH2:24])=[CH:18][CH:17]=1. (2) Given the product [CH3:10][O:11][C:12]([C:14]1[CH:15]=[CH:16][C:17]2[N:18]([C:20]([I:1])=[CH:21][N:22]=2)[CH:19]=1)=[O:13], predict the reactants needed to synthesize it. The reactants are: [I:1]NC(=O)CCC(N)=O.[CH3:10][O:11][C:12]([C:14]1[CH:15]=[CH:16][C:17]2[N:18]([CH:20]=[CH:21][N:22]=2)[CH:19]=1)=[O:13]. (3) Given the product [F:12][C:4]1[C:5]([O:10][CH3:11])=[CH:6][C:7]([O:8][CH3:9])=[C:2]([F:1])[C:3]=1[N:13]1[CH2:14][C:15]2[CH:20]=[N:19][C:18]3[N:21]([CH2:24][O:25][CH2:26][CH2:27][Si:28]([CH3:31])([CH3:30])[CH3:29])[CH:22]=[CH:23][C:17]=3[C:16]=2[N:32]([CH2:33][C:34]2[CH:35]=[C:36]([CH:39]=[CH:40][CH:41]=2)[C:37]#[N:38])[C:43]1=[O:42], predict the reactants needed to synthesize it. The reactants are: [F:1][C:2]1[C:7]([O:8][CH3:9])=[CH:6][C:5]([O:10][CH3:11])=[C:4]([F:12])[C:3]=1[NH:13][CH2:14][C:15]1[C:16]([NH:32][CH2:33][C:34]2[CH:35]=[C:36]([CH:39]=[CH:40][CH:41]=2)[C:37]#[N:38])=[C:17]2[CH:23]=[CH:22][N:21]([CH2:24][O:25][CH2:26][CH2:27][Si:28]([CH3:31])([CH3:30])[CH3:29])[C:18]2=[N:19][CH:20]=1.[O:42]1CCC[CH2:43]1.C(N(CC)CC)C.ClC(Cl)(OC(=O)OC(Cl)(Cl)Cl)Cl. (4) The reactants are: Cl.[NH2:2][C:3]1([C:9]([NH:11][C:12]2[C:16]3[CH:17]=[C:18]([Br:21])[CH:19]=[CH:20][C:15]=3[O:14][C:13]=2[C:22]([NH2:24])=[O:23])=O)[CH2:8][CH2:7][CH2:6][CH2:5][CH2:4]1.[OH-].[Na+].Cl. Given the product [NH2:2][C:3]1([C:9]2[NH:24][C:22](=[O:23])[C:13]3[O:14][C:15]4[CH:20]=[CH:19][C:18]([Br:21])=[CH:17][C:16]=4[C:12]=3[N:11]=2)[CH2:8][CH2:7][CH2:6][CH2:5][CH2:4]1, predict the reactants needed to synthesize it. (5) Given the product [C:2]([C:6]1[CH:7]=[CH:8][C:9]([C:10]#[N:11])=[CH:12][CH:13]=1)(=[O:1])[CH:3]([CH3:5])[CH3:4], predict the reactants needed to synthesize it. The reactants are: [OH:1][CH:2]([C:6]1[CH:13]=[CH:12][C:9]([C:10]#[N:11])=[CH:8][CH:7]=1)[CH:3]([CH3:5])[CH3:4].CC(OI1(OC(C)=O)(OC(C)=O)OC(=O)C2C=CC=CC1=2)=O.